The task is: Predict the product of the given reaction.. This data is from Forward reaction prediction with 1.9M reactions from USPTO patents (1976-2016). The product is: [O:60]=[C:46]1[CH:45]2[C:44]3[N:43]([CH:42]=[CH:41][C:40]=3[CH2:39][CH2:38][C@@H:37]2[NH:36][C:16](=[O:18])[C@H:11]([C@H:12]([CH2:14][CH3:15])[CH3:13])[NH:10][C:8](=[O:9])[CH2:7][C:1]2[CH:2]=[CH:3][CH:4]=[CH:5][CH:6]=2)[CH2:49][C@@H:48]([C:50]([OH:52])=[O:51])[CH2:47]1. Given the reactants [C:1]1([CH2:7][C:8]([NH:10][C@H:11]([C:16]([OH:18])=O)[C@H:12]([CH2:14][CH3:15])[CH3:13])=[O:9])[CH:6]=[CH:5][CH:4]=[CH:3][CH:2]=1.C1C2C(COC([NH:36][C@@H:37]3[CH:45]4[C:46](=[O:60])[CH2:47][C@H:48]([C:50]([O:52]CC5C=CC=CC=5)=[O:51])[CH2:49][N:43]5[C:44]4=[C:40]([CH:41]=[CH:42]5)[CH2:39][CH2:38]3)=O)C3C(=CC=CC=3)C=2C=CC=1, predict the reaction product.